Dataset: Aqueous solubility values for 9,982 compounds from the AqSolDB database. Task: Regression/Classification. Given a drug SMILES string, predict its absorption, distribution, metabolism, or excretion properties. Task type varies by dataset: regression for continuous measurements (e.g., permeability, clearance, half-life) or binary classification for categorical outcomes (e.g., BBB penetration, CYP inhibition). For this dataset (solubility_aqsoldb), we predict Y. (1) The compound is C=C(C)CCC. The Y is -3.03 log mol/L. (2) The molecule is CCCCCCCCCCCCCCCCCCNC(=O)Nc1ccc(Cc2ccc(NC(=O)NCCCCCCCCCCCCCCCCCC)cc2)cc1. The Y is -5.94 log mol/L.